From a dataset of Forward reaction prediction with 1.9M reactions from USPTO patents (1976-2016). Predict the product of the given reaction. (1) Given the reactants [F:1][C:2]1[CH:7]=[CH:6][N:5]=[C:4]2[N:8]([Si:11]([CH:18]([CH3:20])[CH3:19])([CH:15]([CH3:17])[CH3:16])[CH:12]([CH3:14])[CH3:13])[CH:9]=[CH:10][C:3]=12.C([Li])(CC)C.[Br:26]C(Br)(Br)Br, predict the reaction product. The product is: [Br:26][C:7]1[C:2]([F:1])=[C:3]2[CH:10]=[CH:9][N:8]([Si:11]([CH:15]([CH3:17])[CH3:16])([CH:18]([CH3:20])[CH3:19])[CH:12]([CH3:13])[CH3:14])[C:4]2=[N:5][CH:6]=1. (2) The product is: [F:29][C:24]1[CH:25]=[C:26]2[C:21](=[CH:22][CH:23]=1)[C:20]1[CH:19]=[CH:18][CH:17]=[CH:16][C:15]=1[N:14]([S:11]([C:5]1[CH:4]=[C:3]([OH:2])[C:8]([OH:9])=[CH:7][CH:6]=1)(=[O:13])=[O:12])[CH:27]2[CH3:28]. Given the reactants C[O:2][C:3]1[CH:4]=[C:5]([S:11]([N:14]2[CH:27]([CH3:28])[C:26]3[C:21](=[CH:22][CH:23]=[C:24]([F:29])[CH:25]=3)[C:20]3[CH:19]=[CH:18][CH:17]=[CH:16][C:15]2=3)(=[O:13])=[O:12])[CH:6]=[CH:7][C:8]=1[O:9]C.C1CCCCC=1.B(Br)(Br)Br.ClCCl, predict the reaction product.